Dataset: NCI-60 drug combinations with 297,098 pairs across 59 cell lines. Task: Regression. Given two drug SMILES strings and cell line genomic features, predict the synergy score measuring deviation from expected non-interaction effect. (1) Drug 1: CC1CCC2CC(C(=CC=CC=CC(CC(C(=O)C(C(C(=CC(C(=O)CC(OC(=O)C3CCCCN3C(=O)C(=O)C1(O2)O)C(C)CC4CCC(C(C4)OC)O)C)C)O)OC)C)C)C)OC. Drug 2: C1CC(=O)NC(=O)C1N2C(=O)C3=CC=CC=C3C2=O. Cell line: HCT-15. Synergy scores: CSS=30.0, Synergy_ZIP=-6.60, Synergy_Bliss=0.0218, Synergy_Loewe=-8.92, Synergy_HSA=0.506. (2) Drug 1: CC=C1C(=O)NC(C(=O)OC2CC(=O)NC(C(=O)NC(CSSCCC=C2)C(=O)N1)C(C)C)C(C)C. Drug 2: CC12CCC3C(C1CCC2OP(=O)(O)O)CCC4=C3C=CC(=C4)OC(=O)N(CCCl)CCCl.[Na+]. Cell line: CCRF-CEM. Synergy scores: CSS=48.6, Synergy_ZIP=-0.632, Synergy_Bliss=-3.58, Synergy_Loewe=-66.6, Synergy_HSA=-3.66. (3) Drug 1: C1=NC2=C(N1)C(=S)N=CN2. Drug 2: B(C(CC(C)C)NC(=O)C(CC1=CC=CC=C1)NC(=O)C2=NC=CN=C2)(O)O. Cell line: SF-268. Synergy scores: CSS=27.4, Synergy_ZIP=-7.26, Synergy_Bliss=-5.92, Synergy_Loewe=-19.2, Synergy_HSA=-4.67.